This data is from Forward reaction prediction with 1.9M reactions from USPTO patents (1976-2016). The task is: Predict the product of the given reaction. Given the reactants [CH:1]([Mg]Cl)=[CH2:2].C([Mg]Br)=C.C([Mg]Cl)#C.C([Mg]Br)#C.C=CC[C@H](O)CCCCCC.C#CC[C@H](O)CCCCCC.[CH2:39]([C@@H:42]([CH2:46][CH2:47][CH2:48][CH2:49]CC)[C:43]([OH:45])=[O:44])[CH:40]=[CH2:41].C([C@@H](CCCCCC)C(O)=O)C#C, predict the reaction product. The product is: [CH2:39]([C@H:42]([CH2:46][CH2:47][CH2:48][CH2:49][CH2:1][CH3:2])[C:43]([OH:45])=[O:44])[CH2:40][CH3:41].